The task is: Predict which catalyst facilitates the given reaction.. This data is from Catalyst prediction with 721,799 reactions and 888 catalyst types from USPTO. Reactant: Br[CH2:2][C:3]1[CH:12]=[CH:11][C:10]2[C:5](=[CH:6][CH:7]=[C:8]([F:13])[CH:9]=2)[CH:4]=1.Cl.[O:15]=[C:16]1[C:21]([C:22]([O:24][CH2:25][CH3:26])=[O:23])=[CH:20][CH:19]=[CH:18][NH:17]1.[H-].[Na+]. Product: [F:13][C:8]1[CH:9]=[C:10]2[C:5](=[CH:6][CH:7]=1)[CH:4]=[C:3]([CH2:2][N:17]1[CH:18]=[CH:19][CH:20]=[C:21]([C:22]([O:24][CH2:25][CH3:26])=[O:23])[C:16]1=[O:15])[CH:12]=[CH:11]2. The catalyst class is: 3.